Task: Predict the reactants needed to synthesize the given product.. Dataset: Full USPTO retrosynthesis dataset with 1.9M reactions from patents (1976-2016) (1) Given the product [CH3:1][O:2][C:3]1[C:8]([C:9]2[CH:14]=[CH:13][C:12]([C:15](=[O:16])[CH:17]([CH3:22])[CH3:18])=[CH:11][CH:10]=2)=[CH:7][C:6]([C:23](=[O:24])[CH:25]([CH3:30])[CH3:26])=[CH:5][CH:4]=1, predict the reactants needed to synthesize it. The reactants are: [CH3:1][O:2][C:3]1[C:8]([C:9]2[CH:14]=[CH:13][C:12]([C:15]([C:17]3[CH:22]=CC=C[CH:18]=3)=[O:16])=[CH:11][CH:10]=2)=[CH:7][C:6]([C:23]([C:25]2[CH:30]=CC=C[CH:26]=2)=[O:24])=[CH:5][CH:4]=1.ClCCl.BrBr. (2) Given the product [Br:1][C:2]1[CH:3]=[CH:4][C:5]2[O:14][C:13]3[C:12](=[O:15])[NH:11][C:10]([CH:16]4[CH2:21][CH2:20][NH:19][CH2:18][CH2:17]4)=[N:9][C:8]=3[C:6]=2[CH:7]=1, predict the reactants needed to synthesize it. The reactants are: [Br:1][C:2]1[CH:3]=[CH:4][C:5]2[O:14][C:13]3[C:12](=[O:15])[NH:11][C:10]([CH:16]4[CH2:21][CH2:20][N:19](C(OC(C)(C)C)=O)[CH2:18][CH2:17]4)=[N:9][C:8]=3[C:6]=2[CH:7]=1.Cl. (3) Given the product [CH3:32][O:31][C:30]1[C:15]2[C:14]([N:11]3[CH2:12][CH2:13][NH:8][CH2:9][CH2:10]3)=[N:19][C:18]([C:20]3[CH:25]=[CH:24][N:23]=[C:22]([NH:42][C:35]4[C:36]([F:41])=[CH:37][CH:38]=[C:39]([F:40])[C:34]=4[F:33])[CH:21]=3)=[N:17][C:16]=2[CH:27]=[N:28][CH:29]=1, predict the reactants needed to synthesize it. The reactants are: C(OC([N:8]1[CH2:13][CH2:12][N:11]([C:14]2[C:15]3[C:30]([O:31][CH3:32])=[CH:29][N:28]=[CH:27][C:16]=3[N:17]=[C:18]([C:20]3[CH:25]=[CH:24][N:23]=[C:22](Cl)[CH:21]=3)[N:19]=2)[CH2:10][CH2:9]1)=O)(C)(C)C.[F:33][C:34]1[C:39]([F:40])=[CH:38][CH:37]=[C:36]([F:41])[C:35]=1[NH2:42]. (4) The reactants are: [I:1][CH2:2][C:3]1[N:4]=[C:5]([C:14]2[CH:19]=[CH:18][C:17]([CH3:20])=[CH:16][CH:15]=2)[O:6][C:7]=1[C:8]1C=CC=CC=1.[CH3:21][C:22](=NO)[C:23](=O)C.C1C2C(=CC=CC=2)C=CC=1C=O. Given the product [CH3:8][C:7]1[O:6][C:5]([C:14]2[CH:15]=[CH:16][C:17]3[C:18](=[CH:21][CH:22]=[CH:23][CH:20]=3)[CH:19]=2)=[N:4][C:3]=1[CH2:2][I:1], predict the reactants needed to synthesize it. (5) Given the product [Cl:1][C:2]1[CH:3]=[CH:4][C:5]([CH3:11])=[C:6]([NH:8][C:9]([NH:12][C:13]2[S:14][C:15]3[C:25]4[C:20](=[CH:21][CH:22]=[CH:23][CH:24]=4)[CH:19]=[CH:18][C:16]=3[N:17]=2)=[S:10])[CH:7]=1, predict the reactants needed to synthesize it. The reactants are: [Cl:1][C:2]1[CH:3]=[CH:4][C:5]([CH3:11])=[C:6]([N:8]=[C:9]=[S:10])[CH:7]=1.[NH2:12][C:13]1[S:14][C:15]2[C:25]3[C:20](=[CH:21][CH:22]=[CH:23][CH:24]=3)[CH:19]=[CH:18][C:16]=2[N:17]=1.